Dataset: Reaction yield outcomes from USPTO patents with 853,638 reactions. Task: Predict the reaction yield, written as a fraction of the theoretical maximum amount of product (1.0 means a 100% yield; for example, 0.34 means a 34% yield). (1) The reactants are [Cl-].O[NH3+:3].[C:4](=[O:7])([O-])[OH:5].[Na+].CS(C)=O.[OH:13][C:14]([CH3:52])([CH3:51])[C:15]([CH3:50])([CH3:49])[O:16][C:17]1[CH:22]=[CH:21][C:20]([N:23]2[C:28](=[O:29])[C:27]([CH2:30][C:31]3[CH:36]=[CH:35][C:34]([C:37]4[C:38]([C:43]#[N:44])=[CH:39][CH:40]=[CH:41][CH:42]=4)=[CH:33][CH:32]=3)=[C:26]([CH2:45][CH2:46][CH3:47])[N:25]=[C:24]2[CH3:48])=[CH:19][CH:18]=1. The catalyst is O.C(OCC)(=O)C. The product is [OH:13][C:14]([CH3:51])([CH3:52])[C:15]([CH3:50])([CH3:49])[O:16][C:17]1[CH:22]=[CH:21][C:20]([N:23]2[C:28](=[O:29])[C:27]([CH2:30][C:31]3[CH:36]=[CH:35][C:34]([C:37]4[CH:42]=[CH:41][CH:40]=[CH:39][C:38]=4[C:43]4[NH:3][C:4](=[O:7])[O:5][N:44]=4)=[CH:33][CH:32]=3)=[C:26]([CH2:45][CH2:46][CH3:47])[N:25]=[C:24]2[CH3:48])=[CH:19][CH:18]=1. The yield is 0.660. (2) The reactants are [Cl:1][C:2]1[N:3]=[C:4]([N:11]2[CH2:16][CH2:15][O:14][CH2:13][CH2:12]2)[C:5]2[S:10][CH:9]=[CH:8][C:6]=2[N:7]=1.[I:17]I. The catalyst is CCCCCC.C1COCC1. The product is [Cl:1][C:2]1[N:3]=[C:4]([N:11]2[CH2:16][CH2:15][O:14][CH2:13][CH2:12]2)[C:5]2[S:10][C:9]([I:17])=[CH:8][C:6]=2[N:7]=1. The yield is 0.750. (3) The reactants are O[CH2:2][C:3]1[C:8]([CH3:9])=[C:7]([O:10][CH2:11][CH2:12][CH2:13][O:14][CH3:15])[CH:6]=[CH:5][N:4]=1.S(Cl)([Cl:18])=O. The catalyst is C1(C)C=CC=CC=1. The product is [Cl:18][CH2:2][C:3]1[C:8]([CH3:9])=[C:7]([O:10][CH2:11][CH2:12][CH2:13][O:14][CH3:15])[CH:6]=[CH:5][N:4]=1. The yield is 0.973. (4) The reactants are [O:1]1[CH:5]=[CH:4][CH:3]=[C:2]1[C:6]1[N:11]=[C:10]([NH2:12])[CH:9]=[C:8]([N:13]2[CH:17]=[CH:16][CH:15]=[N:14]2)[N:7]=1.N1C=CC=CC=1.[C:24](Cl)(=[O:26])[CH3:25]. The catalyst is C(Cl)Cl. The product is [O:1]1[CH:5]=[CH:4][CH:3]=[C:2]1[C:6]1[N:11]=[C:10]([NH:12][C:24](=[O:26])[CH3:25])[CH:9]=[C:8]([N:13]2[CH:17]=[CH:16][CH:15]=[N:14]2)[N:7]=1. The yield is 0.920.